Dataset: Forward reaction prediction with 1.9M reactions from USPTO patents (1976-2016). Task: Predict the product of the given reaction. (1) Given the reactants BrC1C=NN(C)C=1[C:7]1[CH:12]=[C:11]([N+:13]([O-])=O)[CH:10]=[CH:9][C:8]=1[O:16][CH3:17].O.O.Cl[Sn]Cl.CCOC(C)=O.CCCCCC, predict the reaction product. The product is: [CH3:17][O:16][C:8]1[CH:9]=[CH:10][C:11]([NH2:13])=[CH:12][CH:7]=1. (2) Given the reactants [CH:1]([N:4]1[C:12]2[CH:11]=[C:10]([C:13]3[CH:14]=[N:15][CH:16]=[CH:17][CH:18]=3)[CH:9]=[C:8]([C:19]([O:21]C)=[O:20])[C:7]=2[C:6]([CH3:23])=[N:5]1)([CH3:3])[CH3:2].BrC1C=C(C(OC)=O)C2C(C=O)=NNC=2C=1.O[Li].O, predict the reaction product. The product is: [CH:1]([N:4]1[C:12]2[CH:11]=[C:10]([C:13]3[CH:14]=[N:15][CH:16]=[CH:17][CH:18]=3)[CH:9]=[C:8]([C:19]([OH:21])=[O:20])[C:7]=2[C:6]([CH3:23])=[N:5]1)([CH3:3])[CH3:2]. (3) Given the reactants [Br:1][C:2]1[CH:7]=[CH:6][C:5]([NH:8][C@@H:9]([CH3:20])[CH2:10][C:11]([NH:13][C:14](=[O:19])[O:15][CH:16]([CH3:18])[CH3:17])=O)=[CH:4][CH:3]=1.[BH4-].[Na+].O.O.O.O.O.O.[Cl-].[Mg+2].[Cl-].C(O)(=O)CC(CC(O)=O)(C(O)=O)O.Cl, predict the reaction product. The product is: [CH3:17][CH:16]([O:15][C:14](=[O:19])[NH:13][C@H:11]1[C:6]2[C:5](=[CH:4][CH:3]=[C:2]([Br:1])[CH:7]=2)[NH:8][C@@H:9]([CH3:20])[CH2:10]1)[CH3:18]. (4) Given the reactants [NH:1]1[CH2:6][CH2:5][CH:4]([N:7]([CH2:18][CH3:19])[C:8](=[O:17])[CH2:9][C:10]2[CH:15]=[CH:14][C:13]([F:16])=[CH:12][CH:11]=2)[CH2:3][CH2:2]1.CCN(C(C)C)C(C)C.Cl[CH2:30][CH2:31][C:32]([C:34]1[CH:39]=[CH:38][C:37]([F:40])=[CH:36][CH:35]=1)=[O:33], predict the reaction product. The product is: [F:40][C:37]1[CH:36]=[CH:35][C:34]([C:32](=[O:33])[CH2:31][CH2:30][N:1]2[CH2:2][CH2:3][CH:4]([N:7]([CH2:18][CH3:19])[C:8](=[O:17])[CH2:9][C:10]3[CH:11]=[CH:12][C:13]([F:16])=[CH:14][CH:15]=3)[CH2:5][CH2:6]2)=[CH:39][CH:38]=1. (5) The product is: [NH2:18][C:2]1[C:3](=[O:17])[NH:4][C:5](=[O:16])[C:6]=1[C:7]1[CH:12]=[CH:11][CH:10]=[C:9]([N+:13]([O-:15])=[O:14])[CH:8]=1. Given the reactants Cl[C:2]1[C:3](=[O:17])[NH:4][C:5](=[O:16])[C:6]=1[C:7]1[CH:12]=[CH:11][CH:10]=[C:9]([N+:13]([O-:15])=[O:14])[CH:8]=1.[NH3:18], predict the reaction product.